This data is from Catalyst prediction with 721,799 reactions and 888 catalyst types from USPTO. The task is: Predict which catalyst facilitates the given reaction. Reactant: [CH2:1]([O:3][C:4]([C:6]1[S:10][C:9]([C:11]2[CH:20]=[C:19]([C:21]#[N:22])[C:18]3[C:13](=[CH:14][C:15]([O:23]CC4C=CC=CC=4)=[CH:16][CH:17]=3)[CH:12]=2)=[N:8][C:7]=1[CH3:31])=[O:5])[CH3:2]. Product: [CH2:1]([O:3][C:4]([C:6]1[S:10][C:9]([C:11]2[CH:20]=[C:19]([C:21]#[N:22])[C:18]3[C:13](=[CH:14][C:15]([OH:23])=[CH:16][CH:17]=3)[CH:12]=2)=[N:8][C:7]=1[CH3:31])=[O:5])[CH3:2]. The catalyst class is: 457.